From a dataset of Catalyst prediction with 721,799 reactions and 888 catalyst types from USPTO. Predict which catalyst facilitates the given reaction. (1) Reactant: [CH:1]1([CH:6]([NH:14][C:15](=O)OC)[C:7]([N:9]2[CH2:12][CH:11]([OH:13])[CH2:10]2)=O)[CH2:5][CH2:4][CH2:3][CH2:2]1.[H-].[H-].[H-].[H-].[Li+].[Al+3]. Product: [CH:1]1([CH:6]([NH:14][CH3:15])[CH2:7][N:9]2[CH2:12][CH:11]([OH:13])[CH2:10]2)[CH2:5][CH2:4][CH2:3][CH2:2]1. The catalyst class is: 116. (2) Product: [NH2:19][CH2:18][C:14]1[CH:13]=[C:12]([S:9]([N:8]([CH2:1][C:2]2[CH:3]=[CH:4][CH:5]=[CH:6][CH:7]=2)[CH3:20])(=[O:11])=[O:10])[CH:17]=[CH:16][CH:15]=1. The catalyst class is: 171. Reactant: [CH2:1]([N:8]([CH3:20])[S:9]([C:12]1[CH:17]=[CH:16][CH:15]=[C:14]([C:18]#[N:19])[CH:13]=1)(=[O:11])=[O:10])[C:2]1[CH:7]=[CH:6][CH:5]=[CH:4][CH:3]=1.[OH-].[NH4+]. (3) Reactant: [CH2:1]([O:8][C:9]([NH:11][C@H:12]1[CH2:16][CH2:15][N:14]([C@H:17]2[CH2:22][CH2:21][C@@H:20]([N:23]([CH:25]([CH3:27])[CH3:26])[CH3:24])[CH2:19][C@H:18]2[NH:28]C(=O)OCC[Si](C)(C)C)[C:13]1=[O:38])=[O:10])[C:2]1[CH:7]=[CH:6][CH:5]=[CH:4][CH:3]=1.FC(F)(F)C(O)=O. Product: [NH2:28][C@@H:18]1[CH2:19][C@H:20]([N:23]([CH:25]([CH3:27])[CH3:26])[CH3:24])[CH2:21][CH2:22][C@@H:17]1[N:14]1[CH2:15][CH2:16][C@H:12]([NH:11][C:9](=[O:10])[O:8][CH2:1][C:2]2[CH:3]=[CH:4][CH:5]=[CH:6][CH:7]=2)[C:13]1=[O:38]. The catalyst class is: 4. (4) Reactant: [NH2:1][C:2]1[S:6][C:5]([C:7]2[CH:8]=[N:9][C:10]([N:13]3[CH2:18][CH2:17][O:16][CH2:15][CH2:14]3)=[CH:11][CH:12]=2)=[N:4][C:3]=1[C:19]([NH2:21])=[O:20].CC(C1C=C(C(C)C)C(C2C=CC=CC=2P(C2CCCCC2)C2CCCCC2)=C(C(C)C)C=1)C.C(=O)([O-])[O-].[K+].[K+].Br[C:63]1[N:68]=[C:67]([CH:69]([N:72]2[CH2:77][CH2:76][O:75][CH2:74][CH2:73]2)[CH2:70][OH:71])[CH:66]=[CH:65][CH:64]=1. Product: [OH:71][CH2:70][CH:69]([C:67]1[N:68]=[C:63]([NH:1][C:2]2[S:6][C:5]([C:7]3[CH:8]=[N:9][C:10]([N:13]4[CH2:18][CH2:17][O:16][CH2:15][CH2:14]4)=[CH:11][CH:12]=3)=[N:4][C:3]=2[C:19]([NH2:21])=[O:20])[CH:64]=[CH:65][CH:66]=1)[N:72]1[CH2:77][CH2:76][O:75][CH2:74][CH2:73]1. The catalyst class is: 110. (5) Reactant: C(N(CC)CC)C.F[C:9]1[CH:14]=[CH:13][CH:12]=[CH:11][C:10]=1[S:15]([CH2:18][C:19]1[C:24]([C:25]([O:27][CH3:28])=[O:26])=[C:23]([O:29][CH3:30])[C:22]([C:31]2[CH:35]=[CH:34][O:33][CH:32]=2)=[CH:21][CH:20]=1)(=[O:17])=[O:16].Cl.Cl.[CH2:38]([N:40]([CH2:43][CH:44]1[CH2:47][CH2:46][NH:45]1)[CH2:41][CH3:42])[CH3:39]. Product: [CH2:38]([N:40]([CH2:43][CH:44]1[CH2:47][CH2:46][N:45]1[C:9]1[CH:14]=[CH:13][CH:12]=[CH:11][C:10]=1[S:15]([CH2:18][C:19]1[C:24]([C:25]([O:27][CH3:28])=[O:26])=[C:23]([O:29][CH3:30])[C:22]([C:31]2[CH:35]=[CH:34][O:33][CH:32]=2)=[CH:21][CH:20]=1)(=[O:17])=[O:16])[CH2:41][CH3:42])[CH3:39]. The catalyst class is: 10. (6) Reactant: [Cl:1][C:2]1[CH:7]=[CH:6][C:5]([C:8]2[CH:12]=[C:11]([CH3:13])[NH:10][N:9]=2)=[CH:4][CH:3]=1.[H-].[Na+].[CH3:16][O:17][C:18](=[O:25])[CH2:19][CH2:20][C:21](=[O:24])[CH2:22]Br.O. Product: [CH3:16][O:17][C:18](=[O:25])[CH2:19][CH2:20][C:21](=[O:24])[CH2:22][N:10]1[C:11]([CH3:13])=[CH:12][C:8]([C:5]2[CH:4]=[CH:3][C:2]([Cl:1])=[CH:7][CH:6]=2)=[N:9]1. The catalyst class is: 9. (7) Reactant: Br[CH2:2][CH2:3][CH2:4][CH:5]1[O:10][C:9]2[CH:11]=[CH:12][CH:13]=[CH:14][C:8]=2[N:7]([C:15]2[CH:20]=[CH:19][CH:18]=[CH:17][CH:16]=2)[S:6]1(=[O:22])=[O:21].[CH3:23][NH:24][CH3:25].[ClH:26]. Product: [ClH:26].[O:21]=[S:6]1(=[O:22])[CH:5]([CH2:4][CH2:3][CH2:2][N:24]([CH3:25])[CH3:23])[O:10][C:9]2[CH:11]=[CH:12][CH:13]=[CH:14][C:8]=2[N:7]1[C:15]1[CH:20]=[CH:19][CH:18]=[CH:17][CH:16]=1. The catalyst class is: 621.